Dataset: Catalyst prediction with 721,799 reactions and 888 catalyst types from USPTO. Task: Predict which catalyst facilitates the given reaction. (1) Reactant: [C:1]([Si:5](Cl)([CH3:7])[CH3:6])([CH3:4])([CH3:3])[CH3:2].[OH:9][C@@H:10]([CH2:15][O:16][CH3:17])[C:11]([O:13][CH3:14])=[O:12].N1C=CN=C1. Product: [Si:5]([O:9][C@@H:10]([CH2:15][O:16][CH3:17])[C:11]([O:13][CH3:14])=[O:12])([C:1]([CH3:4])([CH3:3])[CH3:2])([CH3:7])[CH3:6]. The catalyst class is: 3. (2) Reactant: [NH2:1][C:2]1[CH:7]=[CH:6][C:5]([N:8]2[CH2:13][CH2:12][O:11][CH2:10][C:9]2=[O:14])=[CH:4][CH:3]=1.[CH2:15]([CH:17]1[O:19][CH2:18]1)[Cl:16]. Product: [Cl:16][CH2:15][CH:17]([OH:19])[CH2:18][NH:1][C:2]1[CH:3]=[CH:4][C:5]([N:8]2[CH2:13][CH2:12][O:11][CH2:10][C:9]2=[O:14])=[CH:6][CH:7]=1. The catalyst class is: 40. (3) Reactant: [Br:1][C:2]1[CH:7]=[CH:6][N:5]=[C:4]([C:8]([OH:10])=O)[CH:3]=1.[CH2:11]([O:13][C:14](=[O:27])[C@H:15]([OH:26])[C@H:16]([NH2:25])[CH2:17][C:18]1[CH:23]=[CH:22][CH:21]=[CH:20][C:19]=1[Cl:24])[CH3:12].CCN(C(C)C)C(C)C.CN(C(ON1N=NC2C=CC=NC1=2)=[N+](C)C)C.F[P-](F)(F)(F)(F)F. Product: [CH2:11]([O:13][C:14](=[O:27])[C@H:15]([OH:26])[C@H:16]([NH:25][C:8]([C:4]1[CH:3]=[C:2]([Br:1])[CH:7]=[CH:6][N:5]=1)=[O:10])[CH2:17][C:18]1[CH:23]=[CH:22][CH:21]=[CH:20][C:19]=1[Cl:24])[CH3:12]. The catalyst class is: 2. (4) Product: [Cl:35][C:26]1[C:25]([C:13]2[N:14]([C:18]([O:20][C:21]([CH3:24])([CH3:23])[CH3:22])=[O:19])[C:15]3[C:11]([CH:12]=2)=[CH:10][C:9]([OH:8])=[CH:17][CH:16]=3)=[CH:34][C:33]2[C:28](=[CH:29][CH:30]=[CH:31][CH:32]=2)[N:27]=1. Reactant: [Si]([O:8][C:9]1[CH:10]=[C:11]2[C:15](=[CH:16][CH:17]=1)[N:14]([C:18]([O:20][C:21]([CH3:24])([CH3:23])[CH3:22])=[O:19])[C:13]([C:25]1[C:26]([Cl:35])=[N:27][C:28]3[C:33]([CH:34]=1)=[CH:32][CH:31]=[CH:30][CH:29]=3)=[CH:12]2)(C(C)(C)C)(C)C.F.F.F.C(N(CC)CC)C. The catalyst class is: 10. (5) Reactant: [CH2:1]([O:8][C:9]([NH:11][CH:12]([C:18]([O:20][CH2:21][CH3:22])=[O:19])[C:13]([O:15][CH2:16][CH3:17])=[O:14])=[O:10])[C:2]1[CH:7]=[CH:6][CH:5]=[CH:4][CH:3]=1.[H-].[Na+].Br[CH2:26][C:27]([O:29][CH2:30][C:31]1[CH:36]=[CH:35][CH:34]=[CH:33][CH:32]=1)=[O:28].Cl. Product: [CH2:1]([O:8][C:9]([NH:11][C:12]([CH2:26][C:27]([O:29][CH2:30][C:31]1[CH:36]=[CH:35][CH:34]=[CH:33][CH:32]=1)=[O:28])([C:13]([O:15][CH2:16][CH3:17])=[O:14])[C:18]([O:20][CH2:21][CH3:22])=[O:19])=[O:10])[C:2]1[CH:3]=[CH:4][CH:5]=[CH:6][CH:7]=1. The catalyst class is: 3. (6) Product: [C:15]([O:14][C:12]([N:11]1[C:6]2[C:7](=[N:8][C:3]([O:2][CH3:1])=[CH:4][CH:5]=2)[CH:9]=[C:10]1[B:24]([OH:29])[OH:25])=[O:13])([CH3:18])([CH3:17])[CH3:16]. Reactant: [CH3:1][O:2][C:3]1[N:8]=[C:7]2[CH:9]=[CH:10][N:11]([C:12]([O:14][C:15]([CH3:18])([CH3:17])[CH3:16])=[O:13])[C:6]2=[CH:5][CH:4]=1.[Li]C(C)(C)C.[B:24](OC(C)C)([O:29]C(C)C)[O:25]C(C)C. The catalyst class is: 1.